The task is: Predict the product of the given reaction.. This data is from Forward reaction prediction with 1.9M reactions from USPTO patents (1976-2016). (1) The product is: [CH3:19][O:18][C:15]1[CH:16]=[CH:17][C:12]([C:11]([O:26][CH2:27][C@@:28]23[C@@H:34]([OH:35])[C@@H:31]([O:32][CH2:33]2)[C@H:30]([N:43]2[CH:51]=[N:50][C:49]4[C:48](=[O:52])[NH:47][CH:46]=[N:45][C:44]2=4)[O:29]3)([C:20]2[CH:21]=[CH:22][CH:23]=[CH:24][CH:25]=2)[C:10]2[CH:53]=[CH:54][C:7]([O:6][CH3:5])=[CH:8][CH:9]=2)=[CH:13][CH:14]=1. Given the reactants C([O-])=O.[Na+].[CH3:5][O:6][C:7]1[CH:54]=[CH:53][C:10]([C:11]([O:26][CH2:27][C@@:28]23[C@@H:34]([O:35]CC4C=CC=CC=4)[C@@H:31]([O:32][CH2:33]2)[C@H:30]([N:43]2[CH:51]=[N:50][C:49]4[C:48](=[O:52])[NH:47][CH:46]=[N:45][C:44]2=4)[O:29]3)([C:20]2[CH:25]=[CH:24][CH:23]=[CH:22][CH:21]=2)[C:12]2[CH:17]=[CH:16][C:15]([O:18][CH3:19])=[CH:14][CH:13]=2)=[CH:9][CH:8]=1, predict the reaction product. (2) Given the reactants C([O:3][C:4](=[O:40])[C:5]([O:8][C:9]1[CH:14]=[CH:13][C:12]([CH2:15][CH2:16][CH2:17][CH:18]2[CH2:22][N:21]([CH2:23][C:24]3[CH:29]=[CH:28][C:27]([C:30](F)(F)F)=[CH:26][CH:25]=3)[C:20](=[O:34])[N:19]2[CH3:35])=[CH:11][C:10]=1[CH2:36][CH2:37][CH2:38][CH3:39])([CH3:7])[CH3:6])C.[C:41]1([C:41]2[CH:46]=[CH:45]C(CBr)=[CH:43][CH:42]=2)[CH:46]=[CH:45]C=[CH:43][CH:42]=1, predict the reaction product. The product is: [C:27]1([C:30]2[CH:45]=[CH:46][CH:41]=[CH:42][CH:43]=2)[CH:26]=[CH:25][C:24]([CH2:23][N:21]2[CH2:22][CH:18]([CH2:17][CH2:16][CH2:15][C:12]3[CH:13]=[CH:14][C:9]([O:8][C:5]([CH3:7])([CH3:6])[C:4]([OH:3])=[O:40])=[C:10]([CH2:36][CH2:37][CH2:38][CH3:39])[CH:11]=3)[N:19]([CH3:35])[C:20]2=[O:34])=[CH:29][CH:28]=1. (3) Given the reactants [F:1][CH2:2][CH2:3][N:4]1[C:12]2[C:7](=[CH:8][C:9]([N+:13]([O-])=O)=[CH:10][CH:11]=2)[CH:6]=[CH:5]1.[H][H], predict the reaction product. The product is: [F:1][CH2:2][CH2:3][N:4]1[C:12]2[C:7](=[CH:8][C:9]([NH2:13])=[CH:10][CH:11]=2)[CH:6]=[CH:5]1. (4) The product is: [CH:23]1([CH2:22][N:13]2[C:14]3[C:19](=[CH:18][CH:17]=[CH:16][C:15]=3[O:20][CH3:21])[C:11]([C:8]3[N:7]=[C:6]([C:32](=[O:34])[CH3:33])[S:10][N:9]=3)=[CH:12]2)[CH2:24][CH2:25][CH2:26][CH2:27][CH2:28]1. Given the reactants C(OC([C:6]1[S:10][N:9]=[C:8]([C:11]2[C:19]3[C:14](=[C:15]([O:20][CH3:21])[CH:16]=[CH:17][CH:18]=3)[N:13]([CH2:22][CH:23]3[CH2:28][CH2:27][CH2:26][CH2:25][CH2:24]3)[CH:12]=2)[N:7]=1)=O)C.C[Mg]Br.[CH2:32]([O:34]CC)[CH3:33], predict the reaction product.